This data is from Reaction yield outcomes from USPTO patents with 853,638 reactions. The task is: Predict the reaction yield, written as a fraction of the theoretical maximum amount of product (1.0 means a 100% yield; for example, 0.34 means a 34% yield). (1) The reactants are Br[C:2]1[CH:7]=[CH:6][C:5]([N:8]2[CH:12]=[CH:11][N:10]=[C:9]2[CH3:13])=[CH:4][CH:3]=1.[CH3:14][C:15]1([CH3:31])[C:19]([CH3:21])([CH3:20])[O:18][B:17]([B:17]2[O:18][C:19]([CH3:21])([CH3:20])[C:15]([CH3:31])([CH3:14])[O:16]2)[O:16]1.CC([O-])=O.[K+]. The catalyst is CN(C=O)C.C1C=CC(P(C2C=CC=CC=2)[C-]2C=CC=C2)=CC=1.C1C=CC(P(C2C=CC=CC=2)[C-]2C=CC=C2)=CC=1.Cl[Pd]Cl.[Fe+2]. The product is [CH3:13][C:9]1[N:8]([C:5]2[CH:6]=[CH:7][C:2]([B:17]3[O:18][C:19]([CH3:21])([CH3:20])[C:15]([CH3:31])([CH3:14])[O:16]3)=[CH:3][CH:4]=2)[CH:12]=[CH:11][N:10]=1. The yield is 0.260. (2) The reactants are [C:1]([O:5][C:6]([NH:8][C@H:9]([C:23]([O:25][CH3:26])=[O:24])[CH2:10][C:11]1[CH:16]=[CH:15][C:14]([CH2:17][CH2:18][CH2:19][CH:20]([OH:22])[CH3:21])=[CH:13][N:12]=1)=[O:7])([CH3:4])([CH3:3])[CH3:2].[Cr](O[Cr]([O-])(=O)=O)([O-])(=O)=O.[NH+]1C=CC=CC=1.[NH+]1C=CC=CC=1. No catalyst specified. The product is [C:1]([O:5][C:6]([NH:8][C@H:9]([C:23]([O:25][CH3:26])=[O:24])[CH2:10][C:11]1[CH:16]=[CH:15][C:14]([CH2:17][CH2:18][CH2:19][C:20](=[O:22])[CH3:21])=[CH:13][N:12]=1)=[O:7])([CH3:4])([CH3:2])[CH3:3]. The yield is 0.850. (3) The reactants are [N+:1]([C:4]1[C:13]([O:14][C@@H:15]([C:22]2[CH:27]=[CH:26][CH:25]=[CH:24][CH:23]=2)[CH2:16][N:17]2[CH:21]=[CH:20][N:19]=[CH:18]2)=[CH:12][CH:11]=[C:10]2[C:5]=1[CH2:6][CH2:7][CH2:8][C:9]2=[O:28])([O-])=O.CO.C(O)(=O)C.C([O-])(O)=O.[Na+]. The catalyst is [Fe].CO.C(Cl)Cl.CCOC(C)=O.O. The product is [NH2:1][C:4]1[C:13]([O:14][C@@H:15]([C:22]2[CH:27]=[CH:26][CH:25]=[CH:24][CH:23]=2)[CH2:16][N:17]2[CH:21]=[CH:20][N:19]=[CH:18]2)=[CH:12][CH:11]=[C:10]2[C:5]=1[CH2:6][CH2:7][CH2:8][C:9]2=[O:28]. The yield is 0.760. (4) The reactants are Cl[C:2]1[C:11]2[C:6](=[CH:7][C:8]([O:14][CH3:15])=[C:9]([O:12][CH3:13])[CH:10]=2)[N:5]=[CH:4][CH:3]=1.[C:16]([O:25][CH:26]([CH3:28])[CH3:27])(=[O:24])[C:17]1[C:18](=[CH:20][CH:21]=[CH:22][CH:23]=1)[OH:19]. The catalyst is CN(C)C1C=CN=CC=1.ClC1C=CC=CC=1Cl. The product is [CH3:13][O:12][C:9]1[CH:10]=[C:11]2[C:6](=[CH:7][C:8]=1[O:14][CH3:15])[N:5]=[CH:4][CH:3]=[C:2]2[O:19][C:18]1[CH:20]=[CH:21][CH:22]=[CH:23][C:17]=1[C:16]([O:25][CH:26]([CH3:28])[CH3:27])=[O:24]. The yield is 0.210. (5) The reactants are [CH3:1][O:2][C:3]1[CH:8]=[CH:7][CH:6]=[C:5]([NH2:9])[CH:4]=1.C([O:12][CH:13]=[C:14]([C:20](OCC)=O)[C:15]([O:17][CH2:18][CH3:19])=[O:16])C.C(C1C=NC2C(C=1)=CC=C(OC1C3C(=CC(OCC4CCN(C)CC4)=C(OC)C=3)N=CN=1)C=2)#N. The catalyst is C1(OC2C=CC=CC=2)C=CC=CC=1. The product is [CH3:1][O:2][C:3]1[CH:4]=[C:5]2[C:6]([C:13](=[O:12])[C:14]([C:15]([O:17][CH2:18][CH3:19])=[O:16])=[CH:20][NH:9]2)=[CH:7][CH:8]=1. The yield is 0.450.